Dataset: Forward reaction prediction with 1.9M reactions from USPTO patents (1976-2016). Task: Predict the product of the given reaction. (1) Given the reactants C(=O)([O-])[O-].[K+].[K+].[CH2:7]([O:9][C:10]([C:12]1([CH3:18])[CH2:17][CH2:16][NH:15][CH2:14][CH2:13]1)=[O:11])[CH3:8].[Cl:19][C:20]1[CH:21]=[C:22]([C:32]2[O:36][N:35]=[C:34]([C:37]3[CH:42]=[CH:41][C:40]([CH2:43]Cl)=[CH:39][CH:38]=3)[N:33]=2)[CH:23]=[CH:24][C:25]=1[CH:26]1[CH2:31][CH2:30][CH2:29][CH2:28][CH2:27]1, predict the reaction product. The product is: [CH2:7]([O:9][C:10]([C:12]1([CH3:18])[CH2:17][CH2:16][N:15]([CH2:43][C:40]2[CH:39]=[CH:38][C:37]([C:34]3[N:33]=[C:32]([C:22]4[CH:23]=[CH:24][C:25]([CH:26]5[CH2:31][CH2:30][CH2:29][CH2:28][CH2:27]5)=[C:20]([Cl:19])[CH:21]=4)[O:36][N:35]=3)=[CH:42][CH:41]=2)[CH2:14][CH2:13]1)=[O:11])[CH3:8]. (2) Given the reactants [NH2:1][C:2]1[N:11]=[C:10]([C:12]([N:14]2[CH2:22][C:21]3[C:16](=[CH:17][CH:18]=[CH:19][CH:20]=3)[CH2:15]2)=[O:13])[C:9]2[C:4](=[CH:5][CH:6]=[C:7]([C:23]3[CH:30]=[C:29]([F:31])[CH:28]=[CH:27][C:24]=3[CH:25]=O)[CH:8]=2)[N:3]=1.[CH3:32][N:33]1[CH2:38][CH2:37][NH:36][CH2:35][CH2:34]1.C(O)(=O)C.C(O[BH-](OC(=O)C)OC(=O)C)(=O)C.[Na+], predict the reaction product. The product is: [NH2:1][C:2]1[N:11]=[C:10]([C:12]([N:14]2[CH2:22][C:21]3[C:16](=[CH:17][CH:18]=[CH:19][CH:20]=3)[CH2:15]2)=[O:13])[C:9]2[C:4](=[CH:5][CH:6]=[C:7]([C:23]3[CH:30]=[C:29]([F:31])[CH:28]=[CH:27][C:24]=3[CH2:25][N:36]3[CH2:37][CH2:38][N:33]([CH3:32])[CH2:34][CH2:35]3)[CH:8]=2)[N:3]=1. (3) Given the reactants [Br:1][C:2]1[CH:7]=[CH:6][C:5]([N:8]2[CH2:13][CH2:12][S:11](=[N:15]C(=O)C(F)(F)F)(=[O:14])[CH2:10][CH2:9]2)=[CH:4][CH:3]=1.ClCC([C@@H]1CCCC[C@H]1C(OC)=O)=O.C([O-])([O-])=O.[K+].[K+].Cl, predict the reaction product. The product is: [Br:1][C:2]1[CH:3]=[CH:4][C:5]([N:8]2[CH2:9][CH2:10][S:11](=[O:14])(=[NH:15])[CH2:12][CH2:13]2)=[CH:6][CH:7]=1.